Dataset: Catalyst prediction with 721,799 reactions and 888 catalyst types from USPTO. Task: Predict which catalyst facilitates the given reaction. (1) Reactant: [CH:1]1([CH2:5][NH:6][C:7]([C:9]2[C:14]([NH:15][C:16]([C:18]3[C:27]4[C:22](=[CH:23][CH:24]=[CH:25][CH:26]=4)[C:21]([C:28](O)=[O:29])=[CH:20][CH:19]=3)=[O:17])=[CH:13][CH:12]=[CH:11][N:10]=2)=[O:8])[CH2:4][CH2:3][CH2:2]1. Product: [CH:1]1([CH2:5][NH:6][C:7]([C:9]2[C:14]([NH:15][C:16]([C:18]3[C:27]4[C:22](=[CH:23][CH:24]=[CH:25][CH:26]=4)[C:21]([CH2:28][OH:29])=[CH:20][CH:19]=3)=[O:17])=[CH:13][CH:12]=[CH:11][N:10]=2)=[O:8])[CH2:4][CH2:3][CH2:2]1. The catalyst class is: 25. (2) Reactant: S(Cl)(Cl)=O.O[C@@H:6]1[CH2:10][CH2:9][CH2:8][C@H:7]1[NH:11][C:12]1[N:13]([CH3:29])[C:14](=[O:28])[C:15]2[C:16](=[N:18][NH:19][C:20]=2[NH:21][C:22]2[CH:27]=[CH:26][CH:25]=[CH:24][CH:23]=2)[N:17]=1. Product: [CH3:29][N:13]1[C:14](=[O:28])[C:15]2=[C:20]([NH:21][C:22]3[CH:27]=[CH:26][CH:25]=[CH:24][CH:23]=3)[NH:19][N:18]=[C:16]2[N:17]2[C@H:6]3[CH2:10][CH2:9][CH2:8][C@H:7]3[N:11]=[C:12]12. The catalyst class is: 2.